This data is from Catalyst prediction with 721,799 reactions and 888 catalyst types from USPTO. The task is: Predict which catalyst facilitates the given reaction. (1) Reactant: [C:1]([C:3]1[CH:8]=[CH:7][C:6]([CH2:9][CH2:10][CH:11]([CH2:21][OH:22])[CH2:12][CH2:13][CH2:14][CH2:15][C:16]([O:18][CH2:19][CH3:20])=[O:17])=[CH:5][CH:4]=1)#[N:2].[Cr](Cl)([O-])(=O)=O.[NH+]1C=CC=CC=1. Product: [C:1]([C:3]1[CH:4]=[CH:5][C:6]([CH2:9][CH2:10][CH:11]([CH:21]=[O:22])[CH2:12][CH2:13][CH2:14][CH2:15][C:16]([O:18][CH2:19][CH3:20])=[O:17])=[CH:7][CH:8]=1)#[N:2]. The catalyst class is: 4. (2) Reactant: [Cl:1][C:2]1[CH:10]=[CH:9][CH:8]=[C:7]2[C:3]=1[C:4](=[O:20])[C:5](=[O:19])[N:6]2[CH:11]([CH2:15][CH:16]([CH3:18])[CH3:17])[C:12]([OH:14])=O.[N:21]1[CH:26]=[CH:25][CH:24]=[CH:23][C:22]=1[NH2:27].C(N(CC)C(C)C)(C)C.F[P-](F)(F)(F)(F)F.N1(O[P+](N(C)C)(N(C)C)N(C)C)C2C=CC=CC=2N=N1. Product: [N:21]1[CH:26]=[CH:25][CH:24]=[CH:23][C:22]=1[NH:27][C:12](=[O:14])[CH:11]([N:6]1[C:7]2[C:3](=[C:2]([Cl:1])[CH:10]=[CH:9][CH:8]=2)[C:4](=[O:20])[C:5]1=[O:19])[CH2:15][CH:16]([CH3:18])[CH3:17]. The catalyst class is: 42. (3) Reactant: [CH:1]1([N:7]([CH2:19][O:20][CH2:21][CH2:22][Si:23]([CH3:26])([CH3:25])[CH3:24])[S:8]([C:11]2[CH:16]=[CH:15][CH:14]=[C:13]([CH2:17][OH:18])[CH:12]=2)(=[O:10])=[O:9])[CH2:6][CH2:5][CH2:4][CH2:3][CH2:2]1.[H-].[Na+].CS(O[CH2:34][CH2:35][O:36][CH2:37][CH2:38][CH2:39][CH2:40][CH2:41][CH2:42][N:43]1[CH2:47][C@@H:46]([C:48]2[CH:59]=[CH:58][C:51]3[O:52][C:53]([CH3:57])([CH3:56])[O:54][CH2:55][C:50]=3[CH:49]=2)[O:45][C:44]1=[O:60])(=O)=O.P([O-])([O-])([O-])=O. Product: [CH:1]1([N:7]([CH2:19][O:20][CH2:21][CH2:22][Si:23]([CH3:26])([CH3:25])[CH3:24])[S:8]([C:11]2[CH:16]=[CH:15][CH:14]=[C:13]([CH2:17][O:18][CH2:34][CH2:35][O:36][CH2:37][CH2:38][CH2:39][CH2:40][CH2:41][CH2:42][N:43]3[CH2:47][C@@H:46]([C:48]4[CH:59]=[CH:58][C:51]5[O:52][C:53]([CH3:56])([CH3:57])[O:54][CH2:55][C:50]=5[CH:49]=4)[O:45][C:44]3=[O:60])[CH:12]=2)(=[O:10])=[O:9])[CH2:2][CH2:3][CH2:4][CH2:5][CH2:6]1. The catalyst class is: 18.